Dataset: TCR-epitope binding with 47,182 pairs between 192 epitopes and 23,139 TCRs. Task: Binary Classification. Given a T-cell receptor sequence (or CDR3 region) and an epitope sequence, predict whether binding occurs between them. (1) The epitope is HTDFSSEIIGY. The TCR CDR3 sequence is CASSFGSLNTEAFF. Result: 1 (the TCR binds to the epitope). (2) The epitope is FRYMNSQGL. The TCR CDR3 sequence is CASSQDLPSGQETQYF. Result: 0 (the TCR does not bind to the epitope). (3) The epitope is SFHSLHLLF. The TCR CDR3 sequence is CASSRGEVSYNEQFF. Result: 0 (the TCR does not bind to the epitope). (4) The epitope is GLCTLVAML. The TCR CDR3 sequence is CASSYSFTEATYEQYF. Result: 0 (the TCR does not bind to the epitope). (5) The epitope is SLFNTVATLY. The TCR CDR3 sequence is CATSTGDSNQPQHF. Result: 1 (the TCR binds to the epitope). (6) Result: 0 (the TCR does not bind to the epitope). The epitope is IPIQASLPF. The TCR CDR3 sequence is CASSLAPLDSQPQHF.